From a dataset of Catalyst prediction with 721,799 reactions and 888 catalyst types from USPTO. Predict which catalyst facilitates the given reaction. (1) Reactant: CS([Cl:5])(=O)=O.[CH2:6]([O:9][C:10]1[CH:15]=[CH:14][C:13]([CH2:16]O)=[CH:12][CH:11]=1)[CH:7]=[CH2:8].C(N(CC)CC)C. Product: [CH2:6]([O:9][C:10]1[CH:15]=[CH:14][C:13]([CH2:16][Cl:5])=[CH:12][CH:11]=1)[CH:7]=[CH2:8]. The catalyst class is: 4. (2) Reactant: [C:1]([C:5]1[CH:10]=[CH:9][C:8]([N:11]2[C:15](=[O:16])[C:14]([CH3:18])([CH3:17])[N:13]([CH2:19][C:20]3[CH:25]=[CH:24][N:23]4[O:26][C:27](=S)[N:28]=[C:22]4[CH:21]=3)[C:12]2=[O:30])=[CH:7][CH:6]=1)([CH3:4])([CH3:3])[CH3:2].[CH3:31][N:32]([CH3:37])[CH2:33][CH2:34][CH2:35][NH2:36]. Product: [C:1]([C:5]1[CH:10]=[CH:9][C:8]([N:11]2[C:15](=[O:16])[C:14]([CH3:18])([CH3:17])[N:13]([CH2:19][C:20]3[CH:25]=[CH:24][N:23]=[C:22]([NH:28][C:27]([NH:36][CH2:35][CH2:34][CH2:33][N:32]([CH3:37])[CH3:31])=[O:26])[CH:21]=3)[C:12]2=[O:30])=[CH:7][CH:6]=1)([CH3:4])([CH3:3])[CH3:2]. The catalyst class is: 12. (3) Reactant: [CH3:1][CH:2]1[CH2:7][NH:6][CH2:5][CH:4]([CH3:8])[NH:3]1.[CH3:9][C:10]([O:13][C:14](O[C:14]([O:13][C:10]([CH3:12])([CH3:11])[CH3:9])=[O:15])=[O:15])([CH3:12])[CH3:11]. Product: [CH3:8][CH:4]1[NH:3][CH:2]([CH3:1])[CH2:7][N:6]([C:14]([O:13][C:10]([CH3:12])([CH3:11])[CH3:9])=[O:15])[CH2:5]1. The catalyst class is: 2.